From a dataset of Forward reaction prediction with 1.9M reactions from USPTO patents (1976-2016). Predict the product of the given reaction. (1) Given the reactants C[O:2][C:3](=[O:31])[C:4]1[CH:9]=[C:8]([F:10])[CH:7]=[CH:6][C:5]=1[S:11][C:12]([C:25]1[CH:30]=[CH:29][CH:28]=[CH:27][CH:26]=1)([C:19]1[CH:24]=[CH:23][CH:22]=[CH:21][CH:20]=1)[C:13]1[CH:18]=[CH:17][CH:16]=[CH:15][CH:14]=1.[Li+].[OH-].Cl, predict the reaction product. The product is: [F:10][C:8]1[CH:7]=[CH:6][C:5]([S:11][C:12]([C:25]2[CH:30]=[CH:29][CH:28]=[CH:27][CH:26]=2)([C:13]2[CH:14]=[CH:15][CH:16]=[CH:17][CH:18]=2)[C:19]2[CH:24]=[CH:23][CH:22]=[CH:21][CH:20]=2)=[C:4]([CH:9]=1)[C:3]([OH:31])=[O:2]. (2) Given the reactants [NH2:1][C:2]1[CH:7]=[CH:6][C:5]([CH:8]2[CH2:13][CH2:12][N:11]([C:14]([O:16][C:17]([CH3:20])([CH3:19])[CH3:18])=[O:15])[CH2:10][CH2:9]2)=[CH:4][CH:3]=1.C(N(CC)CC)C.[CH3:28][CH:29]([CH3:33])[C:30](Cl)=[O:31], predict the reaction product. The product is: [CH3:28][CH:29]([CH3:33])[C:30]([NH:1][C:2]1[CH:3]=[CH:4][C:5]([CH:8]2[CH2:9][CH2:10][NH:11][CH2:12][CH2:13]2)=[CH:6][CH:7]=1)=[O:31].[C:30]([NH:1][C:2]1[CH:7]=[CH:6][C:5]([CH:8]2[CH2:9][CH2:10][N:11]([C:14]([O:16][C:17]([CH3:20])([CH3:19])[CH3:18])=[O:15])[CH2:12][CH2:13]2)=[CH:4][CH:3]=1)(=[O:31])[CH:29]([CH3:33])[CH3:28]. (3) Given the reactants [O:1]1[C@H:5]2[O:6][CH2:7][CH2:8][C@H:4]2[C@@H:3]([O:9][C:10]([O:12]N2C(=O)CCC2=O)=O)[CH2:2]1.[NH2:20][C:21]1[CH:26]=[CH:25][C:24]([S:27]([N:30]([CH2:35][C@@H:36]([OH:46])[C@@H:37]([NH2:45])[CH2:38][C:39]2[CH:44]=[CH:43][CH:42]=[CH:41][CH:40]=2)[CH2:31][CH:32]([CH3:34])[CH3:33])(=[O:29])=[O:28])=[CH:23][CH:22]=1.[C:47]([OH:51])(=[O:50])[CH2:48][CH3:49], predict the reaction product. The product is: [CH3:34][CH:32]([CH2:31][N:30]([S:27]([C:24]1[CH:23]=[CH:22][C:21]([NH2:20])=[CH:26][CH:25]=1)(=[O:29])=[O:28])[CH2:35][C@@H:36]([OH:46])[C@@H:37]([NH:45][C:10]([O:9][C@@H:3]1[C@@H:4]2[CH2:8][CH2:7][O:6][C@@H:5]2[O:1][CH2:2]1)=[O:12])[CH2:38][C:39]1[CH:40]=[CH:41][CH:42]=[CH:43][CH:44]=1)[CH3:33].[C:47]([O-:51])(=[O:50])[CH2:48][CH3:49]. (4) Given the reactants [Br:1][C:2]1[CH:3]=[C:4]([C:7]2[CH:11]=[CH:10][NH:9][N:8]=2)[S:5][CH:6]=1.[H-].[Na+].[CH2:14](I)[CH3:15].O, predict the reaction product. The product is: [Br:1][C:2]1[CH:3]=[C:4]([C:7]2[CH:11]=[CH:10][N:9]([CH2:14][CH3:15])[N:8]=2)[S:5][CH:6]=1.[Br:1][C:2]1[CH:3]=[C:4]([C:7]2[N:8]([CH2:14][CH3:15])[N:9]=[CH:10][CH:11]=2)[S:5][CH:6]=1.